The task is: Regression. Given two drug SMILES strings and cell line genomic features, predict the synergy score measuring deviation from expected non-interaction effect.. This data is from NCI-60 drug combinations with 297,098 pairs across 59 cell lines. (1) Drug 1: C1=CN(C(=O)N=C1N)C2C(C(C(O2)CO)O)O.Cl. Drug 2: CN(CCCl)CCCl.Cl. Cell line: OVCAR3. Synergy scores: CSS=12.3, Synergy_ZIP=-2.20, Synergy_Bliss=3.96, Synergy_Loewe=-3.51, Synergy_HSA=2.35. (2) Drug 1: CCCCC(=O)OCC(=O)C1(CC(C2=C(C1)C(=C3C(=C2O)C(=O)C4=C(C3=O)C=CC=C4OC)O)OC5CC(C(C(O5)C)O)NC(=O)C(F)(F)F)O. Drug 2: CC1C(C(CC(O1)OC2CC(CC3=C2C(=C4C(=C3O)C(=O)C5=CC=CC=C5C4=O)O)(C(=O)C)O)N)O. Cell line: CCRF-CEM. Synergy scores: CSS=38.5, Synergy_ZIP=2.22, Synergy_Bliss=2.78, Synergy_Loewe=-6.36, Synergy_HSA=3.41. (3) Drug 1: CS(=O)(=O)C1=CC(=C(C=C1)C(=O)NC2=CC(=C(C=C2)Cl)C3=CC=CC=N3)Cl. Drug 2: CCC1(CC2CC(C3=C(CCN(C2)C1)C4=CC=CC=C4N3)(C5=C(C=C6C(=C5)C78CCN9C7C(C=CC9)(C(C(C8N6C)(C(=O)OC)O)OC(=O)C)CC)OC)C(=O)OC)O.OS(=O)(=O)O. Cell line: SF-295. Synergy scores: CSS=41.4, Synergy_ZIP=12.0, Synergy_Bliss=12.0, Synergy_Loewe=2.33, Synergy_HSA=13.2. (4) Drug 1: CS(=O)(=O)OCCCCOS(=O)(=O)C. Drug 2: N.N.Cl[Pt+2]Cl. Cell line: HCT-15. Synergy scores: CSS=17.1, Synergy_ZIP=-0.175, Synergy_Bliss=3.18, Synergy_Loewe=-14.1, Synergy_HSA=-2.67. (5) Drug 1: CN(C)C(=N)N=C(N)N. Drug 2: CC1=C(C(=CC=C1)Cl)NC(=O)C2=CN=C(S2)NC3=CC(=NC(=N3)C)N4CCN(CC4)CCO. Cell line: NCIH23. Synergy scores: CSS=24.0, Synergy_ZIP=-8.39, Synergy_Bliss=-6.24, Synergy_Loewe=-7.92, Synergy_HSA=-2.52.